From a dataset of Full USPTO retrosynthesis dataset with 1.9M reactions from patents (1976-2016). Predict the reactants needed to synthesize the given product. (1) Given the product [C:3]1([CH2:9][C:10]([OH:14])([C:11]([OH:13])=[O:12])[CH2:16][C:17](=[O:18])[C:19]([OH:21])=[O:20])[CH:8]=[CH:7][CH:6]=[CH:5][CH:4]=1, predict the reactants needed to synthesize it. The reactants are: [OH-].[K+].[C:3]1([CH2:9][C:10](=[O:14])[C:11]([OH:13])=[O:12])[CH:8]=[CH:7][CH:6]=[CH:5][CH:4]=1.C(O)(=O)[CH2:16][C:17]([C:19]([OH:21])=[O:20])=[O:18].Cl. (2) Given the product [I:11][C:3]1[C:4]2[C:5](=[N:6][CH:7]=[N:8][C:9]=2[NH2:10])[NH:1][N:2]=1, predict the reactants needed to synthesize it. The reactants are: [NH:1]1[C:5]2=[N:6][CH:7]=[N:8][C:9]([NH2:10])=[C:4]2[CH:3]=[N:2]1.[I:11]NC(=O)CCC(N)=O. (3) Given the product [C:36]([C:35]1[CH:38]=[CH:39][C:32]([NH:31][CH2:2][C:3]2([OH:1])[CH2:8][CH2:7][N:6]([C:9]([O:11][CH2:12][C:13]3[CH:18]=[CH:17][CH:16]=[CH:15][CH:14]=3)=[O:10])[CH2:5][CH2:4]2)=[CH:33][CH:34]=1)#[N:37], predict the reactants needed to synthesize it. The reactants are: [O:1]1[C:3]2([CH2:8][CH2:7][N:6]([C:9]([O:11][CH2:12][C:13]3[CH:18]=[CH:17][CH:16]=[CH:15][CH:14]=3)=[O:10])[CH2:5][CH2:4]2)[CH2:2]1.N1CCCCC1=O.CS(C)(=O)=C.[NH2:31][C:32]1[CH:39]=[CH:38][C:35]([C:36]#[N:37])=[CH:34][CH:33]=1. (4) Given the product [CH3:15][C:4]1[NH:5][C:6]2[CH2:7][C:8]([CH3:14])([CH3:13])[CH2:9][C:10](=[O:12])[C:11]=2[C:3]=1[CH2:2][C:16]1[CH:21]=[CH:20][CH:19]=[CH:18][C:17]=1[S:22]([C:25]1[S:26][CH:27]=[CH:28][CH:29]=1)(=[O:24])=[O:23], predict the reactants needed to synthesize it. The reactants are: O[CH:2]([C:16]1[CH:21]=[CH:20][CH:19]=[CH:18][C:17]=1[S:22]([C:25]1[S:26][CH:27]=[CH:28][CH:29]=1)(=[O:24])=[O:23])[C:3]1[C:11]2[C:10](=[O:12])[CH2:9][C:8]([CH3:14])([CH3:13])[CH2:7][C:6]=2[NH:5][C:4]=1[CH3:15].FC(F)(F)C(O)=O.C([SiH](CC)CC)C.[OH-].[Na+]. (5) Given the product [CH3:1][O:2][C:3]([C:5]1[C:10]([C:11]#[CH:12])=[C:9]([NH2:17])[CH:8]=[C:7]([C:21]2[CH:26]=[CH:25][C:24]([Cl:27])=[C:23]([O:28][CH3:29])[C:22]=2[F:30])[N:6]=1)=[O:4], predict the reactants needed to synthesize it. The reactants are: [CH3:1][O:2][C:3]([C:5]1[C:10]([C:11]#[C:12][Si](C)(C)C)=[C:9]([NH:17]C(=O)C)[CH:8]=[C:7]([C:21]2[CH:26]=[CH:25][C:24]([Cl:27])=[C:23]([O:28][CH3:29])[C:22]=2[F:30])[N:6]=1)=[O:4].C(Cl)(=O)C.C(=O)([O-])[O-].[K+].[K+].Cl. (6) Given the product [C:15]([C:10]1[C:11](=[O:14])[N:12]([CH2:23][C:22]2[CH:25]=[CH:26][CH:27]=[CH:28][C:21]=2[Cl:20])[N:13]=[C:8]([C:5]2[CH:6]=[CH:7][C:2]([F:1])=[C:3]([CH3:19])[CH:4]=2)[CH:9]=1)([OH:17])=[O:16], predict the reactants needed to synthesize it. The reactants are: [F:1][C:2]1[CH:7]=[CH:6][C:5]([C:8]2[CH:9]=[C:10]([C:15]([O:17]C)=[O:16])[C:11](=[O:14])[NH:12][N:13]=2)=[CH:4][C:3]=1[CH3:19].[Cl:20][C:21]1[CH:28]=[CH:27][CH:26]=[CH:25][C:22]=1[CH2:23]Cl.